From a dataset of Full USPTO retrosynthesis dataset with 1.9M reactions from patents (1976-2016). Predict the reactants needed to synthesize the given product. (1) Given the product [CH3:2][C:3]1[CH:4]=[C:5]([O:18][S:19]([C:22]2[CH:27]=[CH:26][CH:25]=[CH:24][C:23]=2[S:28]([N:31]([CH2:39][CH2:40][C:41]([OH:43])=[O:42])[CH2:32][C:33]2[CH:38]=[CH:37][CH:36]=[CH:35][CH:34]=2)(=[O:29])=[O:30])(=[O:20])=[O:21])[CH:6]=[C:7]([CH:17]=1)[O:8][CH2:9][CH2:10][CH2:11][O:12][NH:13][C:14]([NH2:16])=[NH:15], predict the reactants needed to synthesize it. The reactants are: Cl.[CH3:2][C:3]1[CH:4]=[C:5]([O:18][S:19]([C:22]2[CH:27]=[CH:26][CH:25]=[CH:24][C:23]=2[S:28]([N:31]([CH2:39][CH2:40][C:41]([O:43]CC)=[O:42])[CH2:32][C:33]2[CH:38]=[CH:37][CH:36]=[CH:35][CH:34]=2)(=[O:30])=[O:29])(=[O:21])=[O:20])[CH:6]=[C:7]([CH:17]=1)[O:8][CH2:9][CH2:10][CH2:11][O:12][NH:13][C:14]([NH2:16])=[NH:15].C(C(=CC1C=CC(O)=CC=1)C(O)=O)#N. (2) The reactants are: [CH3:1][N:2]([CH3:39])[C:3]([C:5]1[N:6]([C:31]2[CH:36]=[CH:35][C:34]([O:37][CH3:38])=[CH:33][CH:32]=2)[C:7]([C:22]([N:24]2[CH2:29][CH2:28][N:27]([CH3:30])[CH2:26][CH2:25]2)=[O:23])=[C:8]([C:16]([CH3:21])([CH3:20])[C:17]([O-:19])=[O:18])[C:9]=1[C:10]([CH3:15])([CH3:14])[C:11]([O-:13])=[O:12])=[O:4].[ClH:40].O1CCOCC1. Given the product [ClH:40].[CH3:39][N:2]([CH3:1])[C:3]([C:5]1[N:6]([C:31]2[CH:36]=[CH:35][C:34]([O:37][CH3:38])=[CH:33][CH:32]=2)[C:7]([C:22]([N:24]2[CH2:29][CH2:28][N:27]([CH3:30])[CH2:26][CH2:25]2)=[O:23])=[C:8]([C:16]([CH3:21])([CH3:20])[C:17]([OH:19])=[O:18])[C:9]=1[C:10]([CH3:15])([CH3:14])[C:11]([OH:13])=[O:12])=[O:4], predict the reactants needed to synthesize it. (3) Given the product [Cl:1][C:2]1[N:3]=[CH:4][N:5]=[C:6]([O:8][C:9]2[CH:10]=[CH:11][C:12]([NH:15][C:16]([NH:34][C:31]3[CH:32]=[CH:33][C:28]([CH2:27][N:24]4[CH2:23][CH2:22][N:21]([CH2:20][C:19]([CH3:40])([CH3:39])[CH3:18])[CH2:26][CH2:25]4)=[C:29]([C:35]([F:38])([F:37])[F:36])[CH:30]=3)=[O:17])=[CH:13][CH:14]=2)[CH:7]=1, predict the reactants needed to synthesize it. The reactants are: [Cl:1][C:2]1[CH:7]=[C:6]([O:8][C:9]2[CH:14]=[CH:13][C:12]([N:15]=[C:16]=[O:17])=[CH:11][CH:10]=2)[N:5]=[CH:4][N:3]=1.[CH3:18][C:19]([CH3:40])([CH3:39])[CH2:20][N:21]1[CH2:26][CH2:25][N:24]([CH2:27][C:28]2[CH:33]=[CH:32][C:31]([NH2:34])=[CH:30][C:29]=2[C:35]([F:38])([F:37])[F:36])[CH2:23][CH2:22]1. (4) Given the product [CH2:40]([N:8]([CH2:1][C:2]1[CH:3]=[CH:4][CH:5]=[CH:6][CH:7]=1)[C:9]([C@H:11]1[C@H:16]([C:17](=[O:33])[N:18]([CH2:26][C:27]2[CH:32]=[CH:31][CH:30]=[CH:29][CH:28]=2)[CH2:19][C:20]2[CH:21]=[CH:22][CH:23]=[CH:24][CH:25]=2)[CH2:15][CH2:14][C@@H:13]([CH2:34][C:35]([O:37][CH3:38])=[O:36])[CH2:12]1)=[O:10])[C:41]1[CH:46]=[CH:45][CH:44]=[CH:43][CH:42]=1, predict the reactants needed to synthesize it. The reactants are: [CH2:1]([N:8]([CH2:40][C:41]1[CH:46]=[CH:45][CH:44]=[CH:43][CH:42]=1)[C:9]([C@H:11]1[C@H:16]([C:17](=[O:33])[N:18]([CH2:26][C:27]2[CH:32]=[CH:31][CH:30]=[CH:29][CH:28]=2)[CH2:19][C:20]2[CH:25]=[CH:24][CH:23]=[CH:22][CH:21]=2)[CH2:15][CH2:14][C:13](=[CH:34][C:35]([O:37][CH2:38]C)=[O:36])[CH2:12]1)=[O:10])[C:2]1[CH:7]=[CH:6][CH:5]=[CH:4][CH:3]=1.[Mg]. (5) Given the product [CH2:20]([N:22]([CH2:26][CH3:27])[CH2:23][C:24]#[C:25][C:6]1[CH:5]=[CH:4][C:3]([C:1]#[N:2])=[CH:8][CH:7]=1)[CH3:21], predict the reactants needed to synthesize it. The reactants are: [C:1]([C:3]1[CH:8]=[CH:7][C:6](OS(C2C=CC(C)=CC=2)(=O)=O)=[CH:5][CH:4]=1)#[N:2].[CH2:20]([N:22]([CH2:26][CH3:27])[CH2:23][C:24]#[CH:25])[CH3:21]. (6) Given the product [C:34]([C:33]1[CH:36]=[C:37]([C:2]2[N:7]=[CH:6][N:5]=[C:4]([NH:8][C:9]3[CH:14]=[CH:13][C:12]([N:15]4[CH2:20][CH2:19][O:18][CH:17]([C:21]([NH2:23])=[O:22])[CH2:16]4)=[CH:11][CH:10]=3)[N:3]=2)[CH:38]=[CH:39][C:32]=1[O:31][C@H:30]1[CH2:29][CH2:28][N:27]([C:49](=[O:53])[C@@H:50]([OH:52])[CH3:51])[CH2:26][C@H:25]1[F:24])#[N:35], predict the reactants needed to synthesize it. The reactants are: Cl[C:2]1[N:7]=[CH:6][N:5]=[C:4]([NH:8][C:9]2[CH:14]=[CH:13][C:12]([N:15]3[CH2:20][CH2:19][O:18][CH:17]([C:21]([NH2:23])=[O:22])[CH2:16]3)=[CH:11][CH:10]=2)[N:3]=1.[F:24][C@H:25]1[C@@H:30]([O:31][C:32]2[CH:39]=[CH:38][C:37](B3OC(C)(C)C(C)(C)O3)=[CH:36][C:33]=2[C:34]#[N:35])[CH2:29][CH2:28][N:27]([C:49](=[O:53])[C@@H:50]([OH:52])[CH3:51])[CH2:26]1.C(COC)OC.C(=O)([O-])[O-].[Na+].[Na+]. (7) Given the product [F:1][C:2]1[CH:3]=[CH:4][C:5]2[N:6]([C:10]([N:12]3[CH2:17][CH2:16][CH2:15][CH2:14][C@@H:13]3[CH3:18])=[N:9][N:8]=2)[CH:7]=1, predict the reactants needed to synthesize it. The reactants are: [F:1][C:2]1[CH:3]=[CH:4][C:5]([NH:8][NH:9][C:10]([N:12]2[CH2:17][CH2:16][CH2:15][CH2:14][C@@H:13]2[CH3:18])=O)=[N:6][CH:7]=1.C1C=CC(P(C2C=CC=CC=2)C2C=CC=CC=2)=CC=1.CCN(CC)CC.ClC(Cl)(Cl)C(Cl)(Cl)Cl.N. (8) Given the product [NH2:30][C:29]1[C:28]([C:27]#[N:31])=[C:15]([C:17]2[CH:18]=[C:19]([CH:24]=[CH:25][CH:26]=2)[C:20]([O:22][CH3:23])=[O:21])[CH:9]=[C:8]([C:5]2[CH:6]=[CH:7][C:2]([F:1])=[CH:3][C:4]=2[O:11][CH2:12][O:13][CH3:14])[N:36]=1, predict the reactants needed to synthesize it. The reactants are: [F:1][C:2]1[CH:7]=[CH:6][C:5]([C:8](=O)[CH3:9])=[C:4]([O:11][CH2:12][O:13][CH3:14])[CH:3]=1.[CH:15]([C:17]1[CH:18]=[C:19]([CH:24]=[CH:25][CH:26]=1)[C:20]([O:22][CH3:23])=[O:21])=O.[C:27](#[N:31])[CH2:28][C:29]#[N:30].C([O-])(=O)C.[NH4+:36].[Cl-].[NH4+]. (9) Given the product [CH3:27][O:28][C:29]1[CH:30]=[C:31]([CH:34]=[CH:35][C:36]=1[O:37][CH3:38])[CH2:32][C:21]1[CH:22]=[CH:23][CH:24]=[CH:25][C:20]=1[OH:19], predict the reactants needed to synthesize it. The reactants are: CCCCCC.C([Li])CCC.C([O:19][C:20]1[CH:25]=[CH:24][CH:23]=[CH:22][C:21]=1Br)C1C=CC=CC=1.[CH3:27][O:28][C:29]1[CH:30]=[C:31]([CH:34]=[CH:35][C:36]=1[O:37][CH3:38])[CH:32]=O.[Cl-].[NH4+].Cl. (10) The reactants are: Cl[C:2]1[CH:3]=[CH:4][C:5]2[N:6]([C:8]([C:11]3[O:19][C:18]4[CH:17]=[CH:16][N:15]=[C:14]([O:20][CH3:21])[C:13]=4[CH:12]=3)=[CH:9][N:10]=2)[N:7]=1.[NH2:22][CH2:23][CH:24]([CH:26]1[CH2:28][CH2:27]1)[OH:25]. Given the product [CH:26]1([CH:24]([OH:25])[CH2:23][NH:22][C:2]2[CH:3]=[CH:4][C:5]3[N:6]([C:8]([C:11]4[O:19][C:18]5[CH:17]=[CH:16][N:15]=[C:14]([O:20][CH3:21])[C:13]=5[CH:12]=4)=[CH:9][N:10]=3)[N:7]=2)[CH2:28][CH2:27]1, predict the reactants needed to synthesize it.